This data is from Forward reaction prediction with 1.9M reactions from USPTO patents (1976-2016). The task is: Predict the product of the given reaction. (1) Given the reactants [CH:1]1([CH2:7][C@H:8]([N:12]2[CH2:20][C:19]3[C:14](=[CH:15][CH:16]=[CH:17][C:18]=3[F:21])[C:13]2=[O:22])[C:9]([OH:11])=O)[CH2:6][CH2:5][CH2:4][CH2:3][CH2:2]1.C(Cl)(=O)C(Cl)=O.[CH3:29][O:30][CH2:31][CH2:32][N:33]1[CH:37]=[CH:36][C:35]([NH2:38])=[N:34]1.N1C(C)=CC=CC=1C, predict the reaction product. The product is: [CH:1]1([CH2:7][C@H:8]([N:12]2[CH2:20][C:19]3[C:14](=[CH:15][CH:16]=[CH:17][C:18]=3[F:21])[C:13]2=[O:22])[C:9]([NH:38][C:35]2[CH:36]=[CH:37][N:33]([CH2:32][CH2:31][O:30][CH3:29])[N:34]=2)=[O:11])[CH2:2][CH2:3][CH2:4][CH2:5][CH2:6]1. (2) Given the reactants [Li]CCCC.C(NC(C)C)(C)C.[Br:13][C:14]1[CH:18]=[CH:17][S:16][C:15]=1[Cl:19].CN([CH:23]=[O:24])C, predict the reaction product. The product is: [Br:13][C:14]1[CH:18]=[C:17]([CH:23]=[O:24])[S:16][C:15]=1[Cl:19]. (3) Given the reactants Cl[C:2]1[C:7]2[O:8][CH2:9][CH2:10][CH2:11][O:12][C:6]=2[CH:5]=[C:4]([CH2:13][NH:14][CH2:15][CH:16]([CH3:18])[CH3:17])[CH:3]=1.[CH2:19]([N:26]1[CH2:30][CH2:29][CH:28]([C:31]([OH:33])=O)[CH2:27]1)[C:20]1[CH:25]=[CH:24][CH:23]=[CH:22][CH:21]=1.Cl.C(N=C=NCCCN(C)C)C.CC1C=CN=C(N)C=1C, predict the reaction product. The product is: [CH2:19]([N:26]1[CH2:30][CH2:29][CH:28]([C:31]([N:14]([CH2:13][C:4]2[CH:3]=[CH:2][C:7]3[O:8][CH2:9][CH2:10][CH2:11][O:12][C:6]=3[CH:5]=2)[CH2:15][CH:16]([CH3:18])[CH3:17])=[O:33])[CH2:27]1)[C:20]1[CH:21]=[CH:22][CH:23]=[CH:24][CH:25]=1. (4) Given the reactants [NH2:1][CH:2]1[CH2:6][CH2:5][N:4]([C:7]2[CH:8]=[C:9]3[C:13](=[CH:14][CH:15]=2)[CH:12]([N:16]([CH3:18])[CH3:17])[CH2:11][CH2:10]3)[C:3]1=[O:19].[Cl:20][C:21]1[CH:33]=[CH:32][C:24]2[CH:25]=[C:26]([S:28](Cl)(=[O:30])=[O:29])[S:27][C:23]=2[CH:22]=1, predict the reaction product. The product is: [Cl:20][C:21]1[CH:33]=[CH:32][C:24]2[CH:25]=[C:26]([S:28]([NH:1][CH:2]3[CH2:6][CH2:5][N:4]([C:7]4[CH:8]=[C:9]5[C:13](=[CH:14][CH:15]=4)[CH:12]([N:16]([CH3:17])[CH3:18])[CH2:11][CH2:10]5)[C:3]3=[O:19])(=[O:29])=[O:30])[S:27][C:23]=2[CH:22]=1. (5) Given the reactants Br[CH2:2][C:3]1[CH:12]=[CH:11][C:6]([C:7]([O:9][CH3:10])=[O:8])=[CH:5][N:4]=1.[CH3:13][O-:14].[Na+].[Na], predict the reaction product. The product is: [CH3:13][O:14][CH2:2][C:3]1[CH:12]=[CH:11][C:6]([C:7]([O:9][CH3:10])=[O:8])=[CH:5][N:4]=1. (6) Given the reactants [F:1][C:2]([F:22])([F:21])[O:3][C:4]1[CH:9]=[CH:8][C:7]([N:10]2[CH2:14][CH:13]3[CH2:15][C:16]4([CH2:19][CH:12]3[C:11]2=[O:20])[CH2:18][O:17]4)=[CH:6][CH:5]=1.[NH2:23][C:24]1[CH:29]=[CH:28][CH:27]=[CH:26][CH:25]=1.C1(O)C=CC=CC=1, predict the reaction product. The product is: [OH:17][C:16]1([CH2:18][NH:23][C:24]2[CH:29]=[CH:28][CH:27]=[CH:26][CH:25]=2)[CH2:19][CH:12]2[C:11](=[O:20])[N:10]([C:7]3[CH:6]=[CH:5][C:4]([O:3][C:2]([F:22])([F:21])[F:1])=[CH:9][CH:8]=3)[CH2:14][CH:13]2[CH2:15]1. (7) Given the reactants C([CH2:4][NH:5][C:6]1[S:7][C:8]([C:11]2[CH:16]=[CH:15][C:14]([CH2:17][C@H:18]([O:23][CH2:24][CH3:25])[C:19]([O:21]C)=[O:20])=[CH:13][CH:12]=2)=[CH:9][N:10]=1)(=O)C.[OH-].[Na+], predict the reaction product. The product is: [CH2:24]([O:23][C@@H:18]([CH2:17][C:14]1[CH:13]=[CH:12][C:11]([C:8]2[S:7][C:6]([NH:5][CH3:4])=[N:10][CH:9]=2)=[CH:16][CH:15]=1)[C:19]([OH:21])=[O:20])[CH3:25]. (8) Given the reactants C(O[C:4]1(O[Si](C)(C)C)[CH2:6][CH2:5]1)C.[F:12][C:13]1[CH:18]=[CH:17][C:16]([C:19]([N:21]2[CH2:26][CH2:25][N:24]([C:27]3[CH:32]=[CH:31][C:30]([O:33][CH:34]4[CH2:39][CH2:38][NH:37][CH2:36][CH2:35]4)=[CH:29][CH:28]=3)[CH2:23][CH2:22]2)=[O:20])=[CH:15][CH:14]=1.C([BH3-])#N, predict the reaction product. The product is: [CH:4]1([N:37]2[CH2:38][CH2:39][CH:34]([O:33][C:30]3[CH:31]=[CH:32][C:27]([N:24]4[CH2:25][CH2:26][N:21]([C:19]([C:16]5[CH:17]=[CH:18][C:13]([F:12])=[CH:14][CH:15]=5)=[O:20])[CH2:22][CH2:23]4)=[CH:28][CH:29]=3)[CH2:35][CH2:36]2)[CH2:6][CH2:5]1. (9) The product is: [CH2:12]([O:1][C:2]1[CH:3]=[C:4]([CH:7]=[CH:8][CH:9]=1)[CH:5]=[O:6])[CH:11]=[CH2:10]. Given the reactants [OH:1][C:2]1[CH:3]=[C:4]([CH:7]=[CH:8][CH:9]=1)[CH:5]=[O:6].[CH2:10](Br)[CH:11]=[CH2:12].C([O-])([O-])=O.[Cs+].[Cs+], predict the reaction product. (10) Given the reactants [C:1]12([CH2:11]O)[CH2:10][CH:5]3[CH2:6][CH:7]([CH2:9][CH:3]([CH2:4]3)[CH2:2]1)[CH2:8]2.[C:13]([C:15]1[NH:16][C:17]([CH3:20])=[CH:18][CH:19]=1)#[N:14].CC1C(B2OC(C)(C)C(C)(C)[O:28]2)=C(C)NN=1, predict the reaction product. The product is: [CH3:20][C:17]1[N:16]([CH2:11][C:1]23[CH2:8][CH:7]4[CH2:6][CH:5]([CH2:4][C:3]([CH3:2])([CH2:9]4)[O:28]2)[CH2:10]3)[C:15]([C:13]#[N:14])=[CH:19][CH:18]=1.